This data is from Reaction yield outcomes from USPTO patents with 853,638 reactions. The task is: Predict the reaction yield, written as a fraction of the theoretical maximum amount of product (1.0 means a 100% yield; for example, 0.34 means a 34% yield). (1) The reactants are [S:1]1[C:5]2[CH:6]=[CH:7][CH:8]=[CH:9][C:4]=2[N:3]=[CH:2]1.[Li]CCCC.[C:15]1(=[O:20])[CH2:19][CH2:18][CH2:17][CH2:16]1.O. The catalyst is O1CCCC1. The product is [S:1]1[C:5]2[CH:6]=[CH:7][CH:8]=[CH:9][C:4]=2[N:3]=[C:2]1[C:15]1([OH:20])[CH2:19][CH2:18][CH2:17][CH2:16]1. The yield is 0.710. (2) The reactants are [Cl-].O[NH3+:3].[C:4](=[O:7])([O-])[OH:5].[Na+].CS(C)=O.[CH2:13]([C:17]1[N:18]=[C:19]([CH3:47])[N:20]([C:39]2[CH:44]=[CH:43][CH:42]=[C:41]([CH:45]=[CH2:46])[CH:40]=2)[C:21](=[O:38])[C:22]=1[CH2:23][C:24]1[CH:29]=[CH:28][C:27]([C:30]2[C:31]([C:36]#[N:37])=[CH:32][CH:33]=[CH:34][CH:35]=2)=[CH:26][CH:25]=1)[CH2:14][CH2:15][CH3:16]. The catalyst is O.C(OCC)(=O)C. The product is [CH2:13]([C:17]1[N:18]=[C:19]([CH3:47])[N:20]([C:39]2[CH:44]=[CH:43][CH:42]=[C:41]([CH:45]=[CH2:46])[CH:40]=2)[C:21](=[O:38])[C:22]=1[CH2:23][C:24]1[CH:29]=[CH:28][C:27]([C:30]2[CH:35]=[CH:34][CH:33]=[CH:32][C:31]=2[C:36]2[NH:3][C:4](=[O:7])[O:5][N:37]=2)=[CH:26][CH:25]=1)[CH2:14][CH2:15][CH3:16]. The yield is 0.400. (3) The reactants are [H-].[Na+].[OH:3][C:4]1[CH:5]=[C:6]2[C:10](=[CH:11][CH:12]=1)[NH:9][CH:8]=[CH:7]2.[NH2:13][C:14]1[N:19]=[C:18](Cl)[CH:17]=[C:16]([Cl:21])[N:15]=1. The catalyst is CS(C)=O. The product is [Cl:21][C:16]1[CH:17]=[C:18]([O:3][C:4]2[CH:5]=[C:6]3[C:10](=[CH:11][CH:12]=2)[NH:9][CH:8]=[CH:7]3)[N:19]=[C:14]([NH2:13])[N:15]=1. The yield is 0.220. (4) The reactants are Cl[C:2]1[N:7]=[CH:6][C:5]([NH2:8])=[CH:4][CH:3]=1.[F:9][C:10]1[CH:15]=[CH:14][CH:13]=[CH:12][C:11]=1B(O)O. No catalyst specified. The product is [F:9][C:10]1[CH:15]=[CH:14][CH:13]=[CH:12][C:11]=1[C:2]1[N:7]=[CH:6][C:5]([NH2:8])=[CH:4][CH:3]=1. The yield is 0.310. (5) The yield is 0.580. The product is [O:1]=[C:2]1[C:10]2([C:14]3=[CH:15][C:16]4[O:20][CH2:19][O:18][C:17]=4[CH:21]=[C:13]3[O:12][CH2:11]2)[C:9]2[C:4](=[CH:5][CH:6]=[CH:7][CH:8]=2)[N:3]1[CH2:22][C:23]1[O:24][CH:25]=[C:26]([C:28]([OH:30])=[O:29])[N:27]=1. The reactants are [O:1]=[C:2]1[C:10]2([C:14]3=[CH:15][C:16]4[O:20][CH2:19][O:18][C:17]=4[CH:21]=[C:13]3[O:12][CH2:11]2)[C:9]2[C:4](=[CH:5][CH:6]=[CH:7][CH:8]=2)[N:3]1[CH2:22][C:23]1[O:24][CH:25]=[C:26]([C:28]([O:30]C)=[O:29])[N:27]=1.[OH-].[Na+].Cl. The catalyst is O1CCCC1.O.